Predict the reactants needed to synthesize the given product. From a dataset of Full USPTO retrosynthesis dataset with 1.9M reactions from patents (1976-2016). (1) Given the product [ClH:18].[N:15]1[C:16]2[CH2:17][NH:8][CH2:9][CH2:10][C:11]=2[CH:12]=[CH:13][CH:14]=1, predict the reactants needed to synthesize it. The reactants are: C([N:8]1[CH2:17][C:16]2[N:15]=[CH:14][CH:13]=[CH:12][C:11]=2[CH2:10][CH2:9]1)C1C=CC=CC=1.[ClH:18].[H][H]. (2) Given the product [NH2:1][S:2]([C:5]1[CH:6]=[C:7]([CH:11]=[CH:12][CH:13]=1)[C:8]([O:10][CH3:14])=[O:9])(=[O:3])=[O:4], predict the reactants needed to synthesize it. The reactants are: [NH2:1][S:2]([C:5]1[CH:6]=[C:7]([CH:11]=[CH:12][CH:13]=1)[C:8]([OH:10])=[O:9])(=[O:4])=[O:3].[CH3:14]O. (3) Given the product [CH:1]1([O:6][C:7](=[O:26])[CH2:8][N:9]([CH2:10][C:11]2[CH:12]=[CH:13][C:14]([CH2:17][NH:18][C:19]([O:21][C:22]([CH3:23])([CH3:25])[CH3:24])=[O:20])=[CH:15][CH:16]=2)[C:34]([O:36][CH2:37][CH:38]2[C:39]3[CH:40]=[CH:41][CH:42]=[CH:43][C:44]=3[C:45]3[C:50]2=[CH:49][CH:48]=[CH:47][CH:46]=3)=[O:35])[CH2:5][CH2:4][CH2:3][CH2:2]1, predict the reactants needed to synthesize it. The reactants are: [CH:1]1([O:6][C:7](=[O:26])[CH2:8][NH:9][CH2:10][C:11]2[CH:16]=[CH:15][C:14]([CH2:17][NH:18][C:19]([O:21][C:22]([CH3:25])([CH3:24])[CH3:23])=[O:20])=[CH:13][CH:12]=2)[CH2:5][CH2:4][CH2:3][CH2:2]1.C([O-])([O-])=O.[Na+].[Na+].Cl[C:34]([O:36][CH2:37][CH:38]1[C:50]2[CH:49]=[CH:48][CH:47]=[CH:46][C:45]=2[C:44]2[C:39]1=[CH:40][CH:41]=[CH:42][CH:43]=2)=[O:35].O. (4) Given the product [F:1][C:2]1[CH:7]=[CH:6][C:5]([N+:8]([O-:10])=[O:9])=[CH:4][C:3]=1[C:43]1[N:44]([CH2:54][O:55][CH2:56][CH2:57][Si:58]([CH3:59])([CH3:61])[CH3:60])[C:45]([CH3:53])=[C:46]2[C:51]=1[CH2:50][CH2:49][NH:48][C:47]2=[O:52], predict the reactants needed to synthesize it. The reactants are: [F:1][C:2]1[CH:7]=[CH:6][C:5]([N+:8]([O-:10])=[O:9])=[CH:4][C:3]=1B(O)O.CC12CC3(C)P(C4C=CC=CC=4)C(C)(CC(C)(O3)O1)O2.P([O-])([O-])([O-])=O.[K+].[K+].[K+].Br[C:43]1[N:44]([CH2:54][O:55][CH2:56][CH2:57][Si:58]([CH3:61])([CH3:60])[CH3:59])[C:45]([CH3:53])=[C:46]2[C:51]=1[CH2:50][CH2:49][NH:48][C:47]2=[O:52].CC1NC(=O)C2C(=C(C3C=CC=CC=3OC3C=CC=CC=3)NC=2C)N=1.[Cl-].[Na+]. (5) The reactants are: [CH3:1][C:2]1[N:7]=[CH:6][C:5]([CH2:8][OH:9])=[C:4]([CH2:10][OH:11])[C:3]=1[OH:12].Cl. Given the product [CH3:1][C:2]1[N:7]=[CH:6][C:5]([CH2:8][OH:9])=[C:4]([CH2:10][OH:11])[C:3]=1[OH:12], predict the reactants needed to synthesize it.